From a dataset of Full USPTO retrosynthesis dataset with 1.9M reactions from patents (1976-2016). Predict the reactants needed to synthesize the given product. (1) Given the product [Br:1][C:2]1[C:3]([C:34]([OH:36])=[O:35])=[N:4][N:5]([C:28]2[CH:29]=[CH:30][CH:31]=[CH:32][CH:33]=2)[C:6]=1[NH:7][C:8]([NH:10][C@H:11]1[C@H:15]([C:16]2[CH:21]=[CH:20][C:19]([F:22])=[C:18]([F:23])[CH:17]=2)[CH2:14][N:13]([CH2:24][CH2:25][O:26][CH3:27])[CH2:12]1)=[O:9], predict the reactants needed to synthesize it. The reactants are: [Br:1][C:2]1[C:3]([C:34]([O:36]CC)=[O:35])=[N:4][N:5]([C:28]2[CH:33]=[CH:32][CH:31]=[CH:30][CH:29]=2)[C:6]=1[NH:7][C:8]([NH:10][C@H:11]1[C@H:15]([C:16]2[CH:21]=[CH:20][C:19]([F:22])=[C:18]([F:23])[CH:17]=2)[CH2:14][N:13]([CH2:24][CH2:25][O:26][CH3:27])[CH2:12]1)=[O:9].FC1C=C([C@@H]2CN(CCOC)C[C@H]2NC(=O)NC2N(C3C=CC=CC=3)N=C(OCC(OCC)=O)C=2C)C=CC=1F. (2) Given the product [C:1]([O:4][CH:5]1[CH2:9][C:8](=[O:10])[CH:7]=[CH:6]1)(=[O:3])[CH3:2], predict the reactants needed to synthesize it. The reactants are: [C:1]([O:4][C@@H:5]1[CH2:9][C@H:8]([OH:10])[CH:7]=[CH:6]1)(=[O:3])[CH3:2].[Cr](Cl)([O-])(=O)=O.[NH+]1C=CC=CC=1. (3) Given the product [OH:6][C:7]1[C:8]([C:13]([NH2:15])=[O:14])=[N:9][C:10]([N+:16]([O-:18])=[O:17])=[CH:11][N:12]=1, predict the reactants needed to synthesize it. The reactants are: S(=O)(=O)(O)O.[OH:6][C:7]1[C:8]([C:13]([NH2:15])=[O:14])=[N:9][CH:10]=[CH:11][N:12]=1.[N+:16]([O-])([O-:18])=[O:17].[K+].[OH-].[Na+]. (4) The reactants are: F[C:2]1[CH:7]=[CH:6][CH:5]=[C:4]([F:8])[C:3]=1[N+:9]([O-:11])=[O:10].[NH2:12][C:13]1[CH:18]=[CH:17][CH:16]=[CH:15][CH:14]=1.CC(C)([O-])C.[K+].[Cl-].[NH4+]. Given the product [F:8][C:4]1[C:3]([N+:9]([O-:11])=[O:10])=[C:2]([CH:7]=[CH:6][CH:5]=1)[NH:12][C:13]1[CH:18]=[CH:17][CH:16]=[CH:15][CH:14]=1, predict the reactants needed to synthesize it. (5) Given the product [C:14]1([S:20]([N:23]2[C:31]3[C:26](=[CH:27][C:28]([F:32])=[CH:29][CH:30]=3)[C:25]([S:33]([C:36]3[CH:41]=[CH:40][C:39]([CH:42]4[CH2:46][CH2:45][N:4]([CH3:3])[CH2:43]4)=[C:38]([CH3:47])[CH:37]=3)(=[O:34])=[O:35])=[CH:24]2)(=[O:21])=[O:22])[CH:19]=[CH:18][CH:17]=[CH:16][CH:15]=1, predict the reactants needed to synthesize it. The reactants are: C=O.[C:3]([BH3-])#[N:4].[Na+].FC(F)(F)C(O)=O.[C:14]1([S:20]([N:23]2[C:31]3[C:26](=[CH:27][C:28]([F:32])=[CH:29][CH:30]=3)[C:25]([S:33]([C:36]3[CH:41]=[CH:40][C:39]([CH:42]4[CH2:46][CH2:45]N[CH2:43]4)=[C:38]([CH3:47])[CH:37]=3)(=[O:35])=[O:34])=[CH:24]2)(=[O:22])=[O:21])[CH:19]=[CH:18][CH:17]=[CH:16][CH:15]=1.[OH-].[Na+].